Dataset: Full USPTO retrosynthesis dataset with 1.9M reactions from patents (1976-2016). Task: Predict the reactants needed to synthesize the given product. (1) Given the product [NH:7]1[C:15]2[C:10](=[C:11]([C:16]3[N:17]=[C:18]([N:36]4[CH2:41][CH2:40][O:39][CH2:38][CH2:37]4)[C:19]4[S:24][C:23]([C:25]5[CH:26]=[C:27]([S:31]([CH2:32][C@H:33]([OH:35])[CH3:34])(=[O:1])=[O:42])[CH:28]=[CH:29][CH:30]=5)=[CH:22][C:20]=4[N:21]=3)[CH:12]=[CH:13][CH:14]=2)[CH:9]=[N:8]1, predict the reactants needed to synthesize it. The reactants are: [OH:1]OS([O-])=O.[K+].[NH:7]1[C:15]2[C:10](=[C:11]([C:16]3[N:17]=[C:18]([N:36]4[CH2:41][CH2:40][O:39][CH2:38][CH2:37]4)[C:19]4[S:24][C:23]([C:25]5[CH:26]=[C:27]([S:31][CH2:32][C@H:33]([OH:35])[CH3:34])[CH:28]=[CH:29][CH:30]=5)=[CH:22][C:20]=4[N:21]=3)[CH:12]=[CH:13][CH:14]=2)[CH:9]=[N:8]1.[OH2:42]. (2) The reactants are: [CH2:1]([N:5]([CH2:7][C:8]1[CH:9]=[C:10]([CH:15]=[C:16]([CH3:18])[CH:17]=1)[C:11]([O:13]C)=O)[CH3:6])[CH2:2][CH2:3][CH3:4].O.[OH-].[Li+].C(N(C(C)C)CC)(C)C.CN(C(ON1N=NC2C=CC=NC1=2)=[N+](C)C)C.F[P-](F)(F)(F)(F)F.[ClH:55].Cl.[NH2:57][C@@H:58]([CH2:72][C:73]1[CH:78]=[C:77]([F:79])[CH:76]=[C:75]([F:80])[CH:74]=1)[C@H:59]([OH:71])[CH2:60][NH:61][CH2:62][C:63]1[CH:68]=[CH:67][CH:66]=[C:65]([CH2:69][CH3:70])[CH:64]=1. Given the product [ClH:55].[ClH:55].[CH2:1]([N:5]([CH2:7][C:8]1[CH:9]=[C:10]([CH:15]=[C:16]([CH3:18])[CH:17]=1)[C:11]([NH:57][C@@H:58]([CH2:72][C:73]1[CH:74]=[C:75]([F:80])[CH:76]=[C:77]([F:79])[CH:78]=1)[C@H:59]([OH:71])[CH2:60][NH:61][CH2:62][C:63]1[CH:68]=[CH:67][CH:66]=[C:65]([CH2:69][CH3:70])[CH:64]=1)=[O:13])[CH3:6])[CH2:2][CH2:3][CH3:4], predict the reactants needed to synthesize it. (3) Given the product [NH:17]1[CH2:18][CH2:19][CH2:20][CH:16]1[CH2:15][N:14]1[C:13]2[CH:28]=[CH:29][CH:30]=[CH:31][C:12]=2[N:11]=[C:10]1[NH:9][C:1](=[O:8])[C:2]1[CH:7]=[CH:6][CH:5]=[N:4][CH:3]=1, predict the reactants needed to synthesize it. The reactants are: [C:1]([NH:9][C:10]1[N:14]([CH2:15][CH:16]2[CH2:20][CH2:19][CH2:18][N:17]2C(OC(C)(C)C)=O)[C:13]2[CH:28]=[CH:29][CH:30]=[CH:31][C:12]=2[N:11]=1)(=[O:8])[C:2]1[CH:7]=[CH:6][CH:5]=[N:4][CH:3]=1.C(O)(C(F)(F)F)=O.C([O-])(O)=O.[Na+]. (4) Given the product [CH3:41][O:42][C:43]([C:45]1[CH:50]=[CH:49][CH:48]=[CH:47][C:46]=1[NH:51][C:52]1[N:56]([C:57]2[CH:62]=[CH:61][CH:60]=[CH:59][C:58]=2[CH3:63])[N:55]=[C:54]([CH3:64])[C:53]=1[C:29]1[CH:28]=[C:27]2[C:22](=[C:21]([F:20])[C:30]=1[F:31])[N:23]=[CH:24][CH:25]=[N:26]2)=[O:44], predict the reactants needed to synthesize it. The reactants are: C1(P(C2CCCCC2)C2CCCCC2)CCCCC1.[F:20][C:21]1[C:30]([F:31])=[C:29](B2OC(C)(C)C(C)(C)O2)[CH:28]=[C:27]2[C:22]=1[N:23]=[CH:24][CH:25]=[N:26]2.[CH3:41][O:42][C:43]([C:45]1[CH:50]=[CH:49][CH:48]=[CH:47][C:46]=1[NH:51][C:52]1[N:56]([C:57]2[CH:62]=[CH:61][CH:60]=[CH:59][C:58]=2[CH3:63])[N:55]=[C:54]([CH3:64])[C:53]=1Br)=[O:44].P([O-])([O-])([O-])=O.[K+].[K+].[K+].